Predict the reaction yield, written as a fraction of the theoretical maximum amount of product (1.0 means a 100% yield; for example, 0.34 means a 34% yield). From a dataset of Reaction yield outcomes from USPTO patents with 853,638 reactions. (1) The catalyst is C(OCC)(=O)C. The product is [CH3:24][O:25][C:26](=[O:32])[CH:27]([O:23][C:21]1[N:20]=[CH:19][C:16]2[C:17]3[N:11]([CH2:12][CH2:13][O:14][C:15]=2[CH:22]=1)[CH:10]=[C:9]([C:8]1[N:4]([CH:1]([CH3:3])[CH3:2])[N:5]=[CH:6][N:7]=1)[N:18]=3)[CH:28]([CH3:30])[CH3:29]. The yield is 0.580. The reactants are [CH:1]([N:4]1[C:8]([C:9]2[N:18]=[C:17]3[N:11]([CH2:12][CH2:13][O:14][C:15]4[CH:22]=[C:21]([OH:23])[N:20]=[CH:19][C:16]=43)[CH:10]=2)=[N:7][CH:6]=[N:5]1)([CH3:3])[CH3:2].[CH3:24][O:25][C:26](=[O:32])[CH:27](O)[CH:28]([CH3:30])[CH3:29].CO. (2) The reactants are C(N(CC)CC)C.C([Mg]Cl)(C)C.Br[C:14]1[C:15]([O:22][CH3:23])=[N:16][CH:17]=[C:18]([Cl:21])[C:19]=1[CH3:20].ClC1C(C)=C([Mg]Cl)C(OC)=NC=1.[CH3:36][O:37][C:38]1[C:45]([O:46][CH3:47])=[C:44]([O:48][CH3:49])[CH:43]=[C:42]([CH3:50])[C:39]=1[CH:40]=[O:41]. The catalyst is O1CCCC1.O. The product is [CH3:36][O:37][C:38]1[C:45]([O:46][CH3:47])=[C:44]([O:48][CH3:49])[CH:43]=[C:42]([CH3:50])[C:39]=1[CH:40]([C:14]1[C:15]([O:22][CH3:23])=[N:16][CH:17]=[C:18]([Cl:21])[C:19]=1[CH3:20])[OH:41]. The yield is 0.700. (3) The reactants are [CH3:1][O:2][C:3](=[O:28])[CH:4]([NH:9][C:10](=[O:27])[C:11]1[CH:16]=[CH:15][C:14]([C:17]#[C:18][C:19]2[CH:24]=[CH:23][C:22]([CH2:25][OH:26])=[CH:21][CH:20]=2)=[CH:13][CH:12]=1)[C:5]([NH2:8])([CH3:7])[CH3:6].[C:29](O[C:29]([O:31][C:32]([CH3:35])([CH3:34])[CH3:33])=[O:30])([O:31][C:32]([CH3:35])([CH3:34])[CH3:33])=[O:30].CCOC(C)=O. The catalyst is C1COCC1.C(Cl)Cl. The product is [CH3:1][O:2][C:3](=[O:28])[CH:4]([NH:9][C:10](=[O:27])[C:11]1[CH:16]=[CH:15][C:14]([C:17]#[C:18][C:19]2[CH:24]=[CH:23][C:22]([CH2:25][OH:26])=[CH:21][CH:20]=2)=[CH:13][CH:12]=1)[C:5]([NH:8][C:29]([O:31][C:32]([CH3:35])([CH3:34])[CH3:33])=[O:30])([CH3:7])[CH3:6]. The yield is 0.920. (4) The reactants are C([Li])CCC.C(NC(C)C)(C)C.F[C:14]1[CH:19]=[CH:18][CH:17]=[CH:16][N:15]=1.[F:20][C:21]([F:28])([F:27])[C:22](OCC)=O.O.[NH2:30][NH2:31]. The catalyst is CCCCCC.O1CCCC1.O. The product is [F:20][C:21]([F:28])([F:27])[C:22]1[C:19]2[C:14](=[N:15][CH:16]=[CH:17][CH:18]=2)[NH:31][N:30]=1. The yield is 0.850. (5) The reactants are [OH-].[Na+].C[O:4][C:5](=[O:31])[CH2:6][CH2:7][C@H:8]([C@@H:10]1[C@:27]2([CH3:28])[C@H:13]([C@H:14]3[C@H:24]([CH2:25][C:26]2=[O:29])[C@:22]2([CH3:23])[C@@H:17]([CH2:18][C@@H:19]([NH2:30])[CH2:20][CH2:21]2)[CH2:16][CH2:15]3)[CH2:12][CH2:11]1)[CH3:9]. The catalyst is CO. The product is [NH2:30][C@H:19]1[CH2:20][CH2:21][C@@:22]2([CH3:23])[C@H:17]([CH2:16][CH2:15][C@@H:14]3[C@@H:24]2[CH2:25][C:26](=[O:29])[C@@:27]2([CH3:28])[C@H:13]3[CH2:12][CH2:11][C@@H:10]2[C@H:8]([CH3:9])[CH2:7][CH2:6][C:5]([OH:31])=[O:4])[CH2:18]1. The yield is 0.880. (6) The reactants are [C:1]1([C:7]2[C:8]3[S:14][C:13]([C:15]([OH:17])=[O:16])=[CH:12][C:9]=3[NH:10][CH:11]=2)[CH2:6][CH2:5][CH2:4][CH2:3][CH:2]=1.[H][H]. The catalyst is CO.CCOC(C)=O.[OH-].[OH-].[Pd+2]. The product is [CH:1]1([C:7]2[C:8]3[S:14][C:13]([C:15]([OH:17])=[O:16])=[CH:12][C:9]=3[NH:10][CH:11]=2)[CH2:2][CH2:3][CH2:4][CH2:5][CH2:6]1. The yield is 0.980.